This data is from Full USPTO retrosynthesis dataset with 1.9M reactions from patents (1976-2016). The task is: Predict the reactants needed to synthesize the given product. (1) Given the product [C:12]([NH:22][C@H:23]([C:27]([O:1][CH:2]([CH2:10][O:11][C:27](=[O:29])[C@H:23]([CH:24]([CH3:25])[CH3:26])[NH:22][C:12]([O:14][CH2:15][C:16]1[CH:17]=[CH:18][CH:19]=[CH:20][CH:21]=1)=[O:13])[C:3]([O:5][C:6]([CH3:7])([CH3:8])[CH3:9])=[O:4])=[O:29])[CH:24]([CH3:25])[CH3:26])([O:14][CH2:15][C:39]1[CH:40]=[CH:41][CH:42]=[CH:43][CH:44]=1)=[O:13], predict the reactants needed to synthesize it. The reactants are: [OH:1][CH:2]([CH2:10][OH:11])[C:3]([O:5][C:6]([CH3:9])([CH3:8])[CH3:7])=[O:4].[C:12]([NH:22][C@H:23]([C:27]([OH:29])=O)[CH:24]([CH3:26])[CH3:25])([O:14][CH2:15][C:16]1[CH:21]=[CH:20][CH:19]=[CH:18][CH:17]=1)=[O:13].[CH2:39]1[CH2:44][CH2:43][CH:42](N=C=N[CH:39]2[CH2:44][CH2:43][CH2:42][CH2:41][CH2:40]2)[CH2:41][CH2:40]1. (2) Given the product [F:53][C:2]([F:1])([F:52])[C:3]1[CH:4]=[C:5]([CH:45]=[C:46]([C:48]([F:51])([F:50])[F:49])[CH:47]=1)[CH2:6][N:7]([CH:25]([C:27]1[CH:32]=[C:31]([C:33]([F:35])([F:36])[F:34])[CH:30]=[CH:29][C:28]=1[N:37]([CH2:41][CH:42]1[CH2:43][CH2:44]1)[CH2:38][CH2:39][CH3:40])[CH3:26])[C:8]1[N:13]=[CH:12][C:11]([N:14]2[CH2:19][CH2:18][CH:17]([C:20]([OH:22])=[O:21])[CH2:16][CH2:15]2)=[CH:10][N:9]=1, predict the reactants needed to synthesize it. The reactants are: [F:1][C:2]([F:53])([F:52])[C:3]1[CH:4]=[C:5]([CH:45]=[C:46]([C:48]([F:51])([F:50])[F:49])[CH:47]=1)[CH2:6][N:7]([CH:25]([C:27]1[CH:32]=[C:31]([C:33]([F:36])([F:35])[F:34])[CH:30]=[CH:29][C:28]=1[N:37]([CH2:41][CH:42]1[CH2:44][CH2:43]1)[CH2:38][CH2:39][CH3:40])[CH3:26])[C:8]1[N:13]=[CH:12][C:11]([N:14]2[CH2:19][CH2:18][CH:17]([C:20]([O:22]CC)=[O:21])[CH2:16][CH2:15]2)=[CH:10][N:9]=1.[OH-].[Na+].C(OCC)(=O)C.